Dataset: Reaction yield outcomes from USPTO patents with 853,638 reactions. Task: Predict the reaction yield, written as a fraction of the theoretical maximum amount of product (1.0 means a 100% yield; for example, 0.34 means a 34% yield). The reactants are [Br:1][C:2]1[CH:3]=[C:4]([C:8]([NH:11][C:12]2[CH:17]=[CH:16][C:15]([I:18])=[CH:14][C:13]=2[F:19])=[CH:9][N:10]=1)[C:5](O)=[O:6].C(N1C=CN=C1)([N:22]1C=CN=C1)=O.C([O-])(=O)C.[NH4+].O. The catalyst is CN(C)C=O. The product is [Br:1][C:2]1[CH:3]=[C:4]([C:8]([NH:11][C:12]2[CH:17]=[CH:16][C:15]([I:18])=[CH:14][C:13]=2[F:19])=[CH:9][N:10]=1)[C:5]([NH2:22])=[O:6]. The yield is 0.580.